Regression/Classification. Given a drug SMILES string, predict its absorption, distribution, metabolism, or excretion properties. Task type varies by dataset: regression for continuous measurements (e.g., permeability, clearance, half-life) or binary classification for categorical outcomes (e.g., BBB penetration, CYP inhibition). Dataset: cyp2d6_veith. From a dataset of CYP2D6 inhibition data for predicting drug metabolism from PubChem BioAssay. (1) The compound is O=C(O)[C@H](Cc1c[nH]c2ccccc12)N1C(=O)c2ccccc2C1=O. The result is 0 (non-inhibitor). (2) The drug is Cc1ccc(C)n1C(Cc1ccccc1)C(=O)O. The result is 0 (non-inhibitor). (3) The compound is CC(C)C(=O)Nc1ccc(C(=O)NNC(=O)CCCOc2ccc(Cl)cc2Cl)cc1. The result is 0 (non-inhibitor). (4) The compound is CC(C)=CCC/C(C)=C/CO/N=C1/C[C@@H](O)[C@@H](O)[C@H]2[C@@H]1CC[C@@H]1C(=O)N(Cc3ccccc3)C(=O)[C@H]12. The result is 0 (non-inhibitor). (5) The molecule is COc1ccc(Cl)cc1NC(=O)C12CCC(C)(C(=O)O1)C2(C)C. The result is 0 (non-inhibitor).